This data is from Full USPTO retrosynthesis dataset with 1.9M reactions from patents (1976-2016). The task is: Predict the reactants needed to synthesize the given product. (1) Given the product [Br:1][C:2]1[CH:7]=[C:6]([CH2:8][OH:9])[CH:5]=[CH:4][N:3]=1, predict the reactants needed to synthesize it. The reactants are: [Br:1][C:2]1[CH:7]=[C:6]([CH:8]=[O:9])[CH:5]=[CH:4][N:3]=1.[BH4-].[Na+].[NH4+].[Cl-]. (2) Given the product [Cl:1][C:2]1[CH:3]=[C:4]([N:12]2[CH2:17][CH2:16][O:15][CH2:14][CH2:13]2)[N:5]=[C:6]([NH:18][C@H:19]([CH3:22])[CH2:20][OH:21])[N:7]=1, predict the reactants needed to synthesize it. The reactants are: [Cl:1][C:2]1[N:7]=[C:6](S(C)(=O)=O)[N:5]=[C:4]([N:12]2[CH2:17][CH2:16][O:15][CH2:14][CH2:13]2)[CH:3]=1.[NH2:18][C:19](C)([CH3:22])[CH2:20][OH:21].CCN(C(C)C)C(C)C.